From a dataset of Experimentally validated miRNA-target interactions with 360,000+ pairs, plus equal number of negative samples. Binary Classification. Given a miRNA mature sequence and a target amino acid sequence, predict their likelihood of interaction. (1) The miRNA is cel-miR-70-3p with sequence UAAUACGUCGUUGGUGUUUCCAU. The protein sequence of the target gene is MDTSSVGTLELTDQTPVLLGSTAMATSLTNVGNSFSGPPNPLVSRSSKFQNSSVEDDDDVVFIEPVQPPPSSAPLVADQRPITFTSSKNEELQGNDPKILPSSKELAPQKGSVSETIVIDDEEDMETNQGQEKSSSNFIERRPSETKNRTNDVDFSSSTFSRSKVNAGVSNSGITTEPDSEIQIANVTTLETGVSSVSDGQLESTDGRDMNLMITHVTSLHNTSLGDGSNGLQSSNFGVNIQTYTPSLTSQTKAGVGPFNPGRMNVAGDVFQNGESAPHHNPDSWISQSASFPRNQKQQG.... Result: 0 (no interaction). (2) The miRNA is hsa-miR-4709-3p with sequence UUGAAGAGGAGGUGCUCUGUAGC. The protein sequence of the target gene is MAGDVEGFCSSIHDTSVSAGFRALYEEGLLLDVTLVIEDHQFQAHKALLATQSDYFRIMFTADMRERDQDKIHLKGLTATGFSHVLQFMYYGTIELSMNTVHEILQAAMYVQLIEVVKFCCSFLLAKICLENCAEIMRLLDDFGVNIEGVREKLDTFLLDNFVPLMSRPDFLSYLSFEKLMSYLDNDHLSRFPEIELYEAVQSWLRHDRRRWRHTDTIIQNIRFCLMTPTSVFEKVKTSEFYRYSRQLRYEVDQALNYFQNVHQQPLLDMKSSRIRSAKPQTTVFRGMIGHSMVNSKILL.... Result: 1 (interaction). (3) The miRNA is hsa-miR-3125 with sequence UAGAGGAAGCUGUGGAGAGA. The protein sequence of the target gene is MGLPKLVCVFLFAACCCCRRAAGVPGEEKQPVPTPDLVEAEVGSTALLKCGPSRASGNFSQVDWFLIHKERQILIFRVHQGKGQREPGEYEHRLSLQDSVATLALSHVTPHDERMFLCKSKRPRLQDHYVELQVFKAPEEPTIQANVVGIHVDRQELREVATCVGRNGYPIPQVLWYKNSLPLQEEENRVHIQSSQIVESSGLYTLKSVLSARLVKEDKDAQFYCELSYRLPSGNHMKESKEVTVPVFYPAEKVWVEVEPVGLLKEGDHVTIRCLTDGNPQPHFTINKKDPSTGEMEEES.... Result: 0 (no interaction).